This data is from Full USPTO retrosynthesis dataset with 1.9M reactions from patents (1976-2016). The task is: Predict the reactants needed to synthesize the given product. (1) The reactants are: C(O)C.Br[C:5]1[CH:6]=[C:7]([C:17]([NH:19][CH2:20][C:21]2[C:22](=[O:29])[NH:23][C:24]([CH3:28])=[CH:25][C:26]=2[CH3:27])=[O:18])[C:8]2[CH:9]=[CH:10][N:11]([CH:14]([CH3:16])[CH3:15])[C:12]=2[CH:13]=1. Given the product [CH3:27][C:26]1[CH:25]=[C:24]([CH3:28])[NH:23][C:22](=[O:29])[C:21]=1[CH2:20][NH:19][C:17]([C:7]1[C:8]2[CH:9]=[CH:10][N:11]([CH:14]([CH3:16])[CH3:15])[C:12]=2[CH:13]=[CH:5][CH:6]=1)=[O:18], predict the reactants needed to synthesize it. (2) The reactants are: [NH:1]1[C:11]2[C:6](=[CH:7][CH:8]=[CH:9][CH:10]=2)[C:4](=[O:5])[C:2]1=[O:3].[H-].[Na+].[Cl:14][C:15]1[S:16][C:17]([CH2:20]Cl)=[CH:18][CH:19]=1. Given the product [Cl:14][C:15]1[S:16][C:17]([CH2:20][N:1]2[C:11]3[C:6](=[CH:7][CH:8]=[CH:9][CH:10]=3)[C:4](=[O:5])[C:2]2=[O:3])=[CH:18][CH:19]=1, predict the reactants needed to synthesize it. (3) Given the product [O:1]1[CH:5]2[O:6][CH2:7][CH2:8][CH:4]2[CH:3]([O:9][C:10](=[O:41])[NH:11][CH:12]([CH2:34][C:35]2[CH:40]=[CH:39][CH:38]=[CH:37][CH:36]=2)[CH:13]([OH:33])[CH2:14][N:15]([S:16]([C:19]2[CH:20]=[C:21]3[C:25](=[CH:26][CH:27]=2)[NH:24][C:23](=[O:28])[C:22]3=[CH:44][N:45]([CH3:47])[CH3:46])(=[O:18])=[O:17])[CH2:29][CH:30]([CH3:31])[CH3:32])[CH2:2]1, predict the reactants needed to synthesize it. The reactants are: [O:1]1[CH:5]2[O:6][CH2:7][CH2:8][CH:4]2[CH:3]([O:9][C:10](=[O:41])[NH:11][CH:12]([CH2:34][C:35]2[CH:40]=[CH:39][CH:38]=[CH:37][CH:36]=2)[CH:13]([OH:33])[CH2:14][N:15]([CH2:29][CH:30]([CH3:32])[CH3:31])[S:16]([C:19]2[CH:20]=[C:21]3[C:25](=[CH:26][CH:27]=2)[NH:24][C:23](=[O:28])[CH2:22]3)(=[O:18])=[O:17])[CH2:2]1.CO[CH:44](OC)[N:45]([CH3:47])[CH3:46]. (4) Given the product [Br:10][C:11]1[C:12]([N:3]2[CH2:4][CH2:6][C:13]([C:14]#[N:15])([CH3:12])[CH2:9][CH2:7]2)=[C:13]([C:19](=[O:26])[C:20]([O:22][CH:23]([CH3:25])[CH3:24])=[O:21])[C:14]([CH3:18])=[N:15][C:16]=1[CH3:17], predict the reactants needed to synthesize it. The reactants are: CC[N:3]([CH:7]([CH3:9])C)[CH:4]([CH3:6])C.[Br:10][C:11]1[C:12](Cl)=[C:13]([C:19](=[O:26])[C:20]([O:22][CH:23]([CH3:25])[CH3:24])=[O:21])[C:14]([CH3:18])=[N:15][C:16]=1[CH3:17]. (5) Given the product [CH2:1]([C:5]1[N:6]=[C:7]([CH3:27])[N:8]([CH2:36][C:37]2[CH:42]=[CH:41][CH:40]=[CH:39][C:38]=2[Cl:43])[C:9](=[O:26])[C:10]=1[CH2:11][C:12]1[CH:17]=[CH:16][C:15]([C:18]2[C:19]([C:24]#[N:25])=[CH:20][CH:21]=[CH:22][CH:23]=2)=[CH:14][CH:13]=1)[CH2:2][CH2:3][CH3:4], predict the reactants needed to synthesize it. The reactants are: [CH2:1]([C:5]1[N:6]=[C:7]([CH3:27])[NH:8][C:9](=[O:26])[C:10]=1[CH2:11][C:12]1[CH:17]=[CH:16][C:15]([C:18]2[C:19]([C:24]#[N:25])=[CH:20][CH:21]=[CH:22][CH:23]=2)=[CH:14][CH:13]=1)[CH2:2][CH2:3][CH3:4].[H-].[Na+].CN(C)C=O.Br[CH2:36][C:37]1[CH:42]=[CH:41][CH:40]=[CH:39][C:38]=1[Cl:43]. (6) Given the product [Cl:1][C:2]1[C:3]([F:23])=[C:4]([NH:5][C:6]2[C:15]3[C:10](=[CH:11][C:12]([O:18][CH3:19])=[C:13]([CH2:16][NH:24][C:25]4([C:28]([OH:30])=[O:29])[CH2:27][CH2:26]4)[CH:14]=3)[N:9]=[CH:8][N:7]=2)[CH:20]=[CH:21][CH:22]=1, predict the reactants needed to synthesize it. The reactants are: [Cl:1][C:2]1[C:3]([F:23])=[C:4]([CH:20]=[CH:21][CH:22]=1)[NH:5][C:6]1[C:15]2[C:10](=[CH:11][C:12]([O:18][CH3:19])=[C:13]([CH:16]=O)[CH:14]=2)[N:9]=[CH:8][N:7]=1.[NH2:24][C:25]1([C:28]([OH:30])=[O:29])[CH2:27][CH2:26]1.